Dataset: Forward reaction prediction with 1.9M reactions from USPTO patents (1976-2016). Task: Predict the product of the given reaction. Given the reactants [CH3:1][C:2]([C:8]1[CH:13]=[CH:12][CH:11]=[CH:10][CH:9]=1)([CH3:7])[CH2:3][C:4](O)=[O:5].S(Cl)([Cl:16])=O, predict the reaction product. The product is: [CH3:1][C:2]([C:8]1[CH:13]=[CH:12][CH:11]=[CH:10][CH:9]=1)([CH3:7])[CH2:3][C:4]([Cl:16])=[O:5].